Dataset: Reaction yield outcomes from USPTO patents with 853,638 reactions. Task: Predict the reaction yield, written as a fraction of the theoretical maximum amount of product (1.0 means a 100% yield; for example, 0.34 means a 34% yield). (1) The reactants are [CH2:1]([O:3][C:4](=[O:20])[CH:5]=[C:6]1[CH2:11][CH2:10][CH2:9][CH2:8][CH:7]1[C:12]1[CH:17]=[CH:16][CH:15]=[C:14]([O:18][CH3:19])[CH:13]=1)[CH3:2].[O-]CC.[Na+]. The catalyst is CS(C)=O. The product is [CH2:1]([O:3][C:4](=[O:20])[CH2:5][C:6]1[CH2:11][CH2:10][CH2:9][CH2:8][C:7]=1[C:12]1[CH:17]=[CH:16][CH:15]=[C:14]([O:18][CH3:19])[CH:13]=1)[CH3:2]. The yield is 0.920. (2) The reactants are [Cl:1][CH2:2][C:3]1[N:13]=[C:6]2[C:7]([CH3:12])=[N:8][CH:9]=[C:10]([CH3:11])[N:5]2[N:4]=1.[C:14]1([P:20]([C:27]2[CH:32]=[CH:31][CH:30]=[CH:29][CH:28]=2)[C:21]2[CH:26]=[CH:25][CH:24]=[CH:23][CH:22]=2)[CH:19]=[CH:18][CH:17]=[CH:16][CH:15]=1. The yield is 0.725. The product is [Cl-:1].[CH3:11][C:10]1[N:5]2[N:4]=[C:3]([CH2:2][P+:20]([C:21]3[CH:22]=[CH:23][CH:24]=[CH:25][CH:26]=3)([C:27]3[CH:32]=[CH:31][CH:30]=[CH:29][CH:28]=3)[C:14]3[CH:15]=[CH:16][CH:17]=[CH:18][CH:19]=3)[N:13]=[C:6]2[C:7]([CH3:12])=[N:8][CH:9]=1. The catalyst is C(#N)C. (3) The reactants are O=C1C2C=CC=CC=2C(=O)[N:3]1[CH2:12][C@@H:13]([NH:21][C:22]([NH:24][NH:25][C:26]([C:28]1[CH:29]=[C:30]2[C:35](=[CH:36][CH:37]=1)[CH:34]=[N:33][CH:32]=[CH:31]2)=O)=[S:23])[CH2:14][C:15]1[CH:20]=[CH:19][CH:18]=[CH:17][CH:16]=1.N[C@@H](CC1C=CC=CC=1)CN1C(=O)C2C=CC=CC=2C1=O.Cl.C1C2C(=CC(C(NN)=O)=CC=2)C=CN=1. No catalyst specified. The product is [NH2:3][CH2:12][C@@H:13]([NH:21][C:22]1[S:23][C:26]([C:28]2[CH:29]=[C:30]3[C:35](=[CH:36][CH:37]=2)[CH:34]=[N:33][CH:32]=[CH:31]3)=[N:25][N:24]=1)[CH2:14][C:15]1[CH:20]=[CH:19][CH:18]=[CH:17][CH:16]=1. The yield is 0.660. (4) The reactants are [C:1]1([CH2:7][O:8][C:9]([NH:11][CH2:12][C@@H:13]2[CH2:18][CH2:17][CH2:16][N:15](C(OC(C)(C)C)=O)[CH2:14]2)=[O:10])[CH:6]=[CH:5][CH:4]=[CH:3][CH:2]=1.Cl.O1CCOCC1. The catalyst is C(Cl)Cl.O. The product is [NH:15]1[CH2:16][CH2:17][CH2:18][C@@H:13]([CH2:12][NH:11][C:9](=[O:10])[O:8][CH2:7][C:1]2[CH:6]=[CH:5][CH:4]=[CH:3][CH:2]=2)[CH2:14]1. The yield is 1.00. (5) The reactants are [I-].[NH+:2]1[CH:7]=[CH:6][C:5]([C:8]2[CH:9]=[C:10]([CH:25]=[CH:26][CH:27]=2)[CH:11]=[C:12]2[CH2:17][CH2:16][N:15]([C:18]([O:20][C:21]([CH3:24])([CH3:23])[CH3:22])=[O:19])[CH2:14][CH2:13]2)=[CH:4][CH:3]=1.[CH2:28](O)C. The catalyst is [Pt]=O. The product is [CH3:28][N:2]1[CH2:7][CH2:6][CH:5]([C:8]2[CH:9]=[C:10]([CH:25]=[CH:26][CH:27]=2)[CH2:11][CH:12]2[CH2:17][CH2:16][N:15]([C:18]([O:20][C:21]([CH3:22])([CH3:23])[CH3:24])=[O:19])[CH2:14][CH2:13]2)[CH2:4][CH2:3]1. The yield is 0.880. (6) The reactants are [I:1]I.C(Cl)(Cl)Cl.[F:7][C:8]1[CH:9]=[C:10]([OH:18])[CH:11]=[CH:12][C:13]=1[C:14]([F:17])([F:16])[F:15]. The catalyst is FC(F)(F)C([O-])=O.[Ag+]. The product is [F:7][C:8]1[C:13]([C:14]([F:16])([F:17])[F:15])=[CH:12][C:11]([I:1])=[C:10]([OH:18])[CH:9]=1. The yield is 0.540. (7) The reactants are [H-].[Na+].[CH3:3][O:4][C:5]1[CH:10]=[CH:9][CH:8]=[CH:7][C:6]=1[N:11]1[CH2:16][CH2:15][NH:14][CH2:13][CH2:12]1.Br[CH2:18][C:19]1[N:29]([CH2:30][C:31]([CH3:34])([CH3:33])[CH3:32])[C:22]2[N:23]=[C:24]([C:27]#[N:28])[N:25]=[CH:26][C:21]=2[CH:20]=1. The catalyst is CN(C=O)C.C1OCCOCCOCCOCCOCCOC1. The product is [CH3:32][C:31]([CH3:34])([CH3:33])[CH2:30][N:29]1[C:22]2[N:23]=[C:24]([C:27]#[N:28])[N:25]=[CH:26][C:21]=2[CH:20]=[C:19]1[CH2:18][N:14]1[CH2:15][CH2:16][N:11]([C:6]2[CH:7]=[CH:8][CH:9]=[CH:10][C:5]=2[O:4][CH3:3])[CH2:12][CH2:13]1. The yield is 0.830.